This data is from Catalyst prediction with 721,799 reactions and 888 catalyst types from USPTO. The task is: Predict which catalyst facilitates the given reaction. (1) Reactant: [NH2:1][C:2]1[S:3][C:4]2[N:5]=[C:6]([N:11]([CH3:32])[C:12]3[CH:13]=[C:14]([NH:18][C:19](=[O:31])[C:20]4[CH:25]=[CH:24][CH:23]=[C:22]([C:26]([C:29]#[N:30])([CH3:28])[CH3:27])[CH:21]=4)[CH:15]=[CH:16][CH:17]=3)[N:7]=[CH:8][C:9]=2[N:10]=1.[Cl:33][CH2:34][C:35](Cl)=[O:36].C(=O)([O-])O.[Na+]. Product: [Cl:33][CH2:34][C:35]([NH:1][C:2]1[S:3][C:4]2[N:5]=[C:6]([N:11]([CH3:32])[C:12]3[CH:13]=[C:14]([NH:18][C:19](=[O:31])[C:20]4[CH:25]=[CH:24][CH:23]=[C:22]([C:26]([C:29]#[N:30])([CH3:27])[CH3:28])[CH:21]=4)[CH:15]=[CH:16][CH:17]=3)[N:7]=[CH:8][C:9]=2[N:10]=1)=[O:36]. The catalyst class is: 80. (2) Reactant: Cl.[F:2][C:3]([F:17])([F:16])[C:4]1[CH:9]=[CH:8][CH:7]=[CH:6][C:5]=1[CH:10]1[CH2:15][CH2:14][NH:13][CH2:12][CH2:11]1.CCN(CC)CC.Cl[C:26](=[O:32])[C:27]([O:29][CH2:30][CH3:31])=[O:28]. Product: [O:32]=[C:26]([N:13]1[CH2:12][CH2:11][CH:10]([C:5]2[CH:6]=[CH:7][CH:8]=[CH:9][C:4]=2[C:3]([F:2])([F:16])[F:17])[CH2:15][CH2:14]1)[C:27]([O:29][CH2:30][CH3:31])=[O:28]. The catalyst class is: 2. (3) Reactant: [Cl:1][C:2]1[CH:3]=[N:4][CH:5]=[C:6]([Cl:28])[C:7]=1[NH:8][C:9]1[N:13]([CH3:14])[C:12]2[C:15]3[CH2:16][C:17]([CH3:27])([CH3:26])[O:18][C:19]=3[C:20]([C:22]([O:24]C)=O)=[CH:21][C:11]=2[N:10]=1.[F:29][C:30]([F:39])([F:38])[C:31]1[CH:32]=[C:33]([CH:35]=[CH:36][CH:37]=1)[NH2:34].C[Al](C)C. Product: [Cl:28][C:6]1[CH:5]=[N:4][CH:3]=[C:2]([Cl:1])[C:7]=1[NH:8][C:9]1[N:13]([CH3:14])[C:12]2[C:15]3[CH2:16][C:17]([CH3:27])([CH3:26])[O:18][C:19]=3[C:20]([C:22]([NH:34][C:33]3[CH:35]=[CH:36][CH:37]=[C:31]([C:30]([F:29])([F:38])[F:39])[CH:32]=3)=[O:24])=[CH:21][C:11]=2[N:10]=1. The catalyst class is: 11. (4) Reactant: Br[C:2]1[CH:7]=[CH:6][C:5]([NH:8][C:9](=[O:20])[CH2:10][CH2:11][CH2:12][CH2:13][N:14]2[CH2:19][CH2:18][O:17][CH2:16][CH2:15]2)=[CH:4][CH:3]=1.[N:21]1[CH:26]=[CH:25][CH:24]=[C:23](B(O)O)[CH:22]=1.C(=O)([O-])[O-].[Na+].[Na+]. Product: [N:14]1([CH2:13][CH2:12][CH2:11][CH2:10][C:9]([NH:8][C:5]2[CH:6]=[CH:7][C:2]([C:23]3[CH:22]=[N:21][CH:26]=[CH:25][CH:24]=3)=[CH:3][CH:4]=2)=[O:20])[CH2:19][CH2:18][O:17][CH2:16][CH2:15]1. The catalyst class is: 790. (5) Reactant: [H-].[Na+].[NH:3]1[CH:7]=[CH:6][C:5]([CH:8]=[O:9])=[N:4]1.[CH3:10][Si:11]([CH2:14][CH2:15][O:16][CH2:17]Cl)([CH3:13])[CH3:12]. Product: [CH3:10][Si:11]([CH3:13])([CH3:12])[CH2:14][CH2:15][O:16][CH2:17][N:3]1[CH:7]=[CH:6][C:5]([CH:8]=[O:9])=[N:4]1. The catalyst class is: 3. (6) Reactant: Cl[C:2]1[NH:6][C:5]2[CH:7]=[CH:8][CH:9]=[CH:10][C:4]=2[N:3]=1.[NH:11]1[CH2:15][CH2:14][CH2:13][CH2:12]1. Product: [N:11]1([C:2]2[NH:6][C:5]3[CH:7]=[CH:8][CH:9]=[CH:10][C:4]=3[N:3]=2)[CH2:15][CH2:14][CH2:13][CH2:12]1. The catalyst class is: 8. (7) Reactant: [CH2:1]1[N:6](CCO)[CH2:5][CH2:4][N:3](CCS(O)(=O)=O)[CH2:2]1.N[C@H](C(O)=O)CC[C:20](=O)[NH2:21].C[C@@H]1O[C@@H](O[C@H]2[C@H](O)[C@@H](O)[C@H]([NH:41][C:42]([NH2:44])=[NH:43])[C@@H](O)[C@@H]2[NH:41][C:42]([NH2:44])=[NH:43])[C@H](O[C@@H]2O[C@@H](CO)[C@H](O)[C@@H](O)[C@@H]2NC)[C@@]1(O)C=O.[CH3:66]C1(C)S[C@@H]2[C@H](NC(CC3C=CC=CC=3)=O)C(=O)N2[C@H]1C([O-])=O.[K+].[C:90]([O-:121])(=[O:120])[CH2:91][CH2:92][C@H:93]([NH:97][C:98]([C:100]1[CH:119]=[CH:118][C:103]([NH:104][CH2:105]C2N=C3C(N=C(NC3=O)N)=NC=2)=[CH:102][CH:101]=1)=[O:99])[C:94]([OH:96])=[O:95]. Product: [CH3:66][N:104]([C:103]1[CH:118]=[CH:119][C:100]([C:98]([NH:97][C@H:93]([C:94]([OH:96])=[O:95])[CH2:92][CH2:91][C:90]([OH:121])=[O:120])=[O:99])=[CH:101][CH:102]=1)[CH2:105][C:4]1[CH:5]=[N:6][C:1]2[N:43]=[C:42]([NH2:44])[N:41]=[C:20]([NH2:21])[C:2]=2[N:3]=1. The catalyst class is: 16.